This data is from Catalyst prediction with 721,799 reactions and 888 catalyst types from USPTO. The task is: Predict which catalyst facilitates the given reaction. (1) Reactant: [CH:1]([O:4][C:5]1[N:10]=[C:9]([CH:11](C(OCC)=O)[C:12]([O:14][CH2:15][CH3:16])=[O:13])[C:8]([N+:22]([O-:24])=[O:23])=[CH:7][CH:6]=1)([CH3:3])[CH3:2].[Li+].[Cl-].O. Product: [CH:1]([O:4][C:5]1[N:10]=[C:9]([CH2:11][C:12]([O:14][CH2:15][CH3:16])=[O:13])[C:8]([N+:22]([O-:24])=[O:23])=[CH:7][CH:6]=1)([CH3:2])[CH3:3]. The catalyst class is: 16. (2) Reactant: [Br:1][CH2:2][C:3]([C:5]1[CH:10]=[CH:9][CH:8]=[CH:7][CH:6]=1)=[O:4].B.CNC.CO.Cl. Product: [Br:1][CH2:2][CH:3]([C:5]1[CH:10]=[CH:9][CH:8]=[CH:7][CH:6]=1)[OH:4]. The catalyst class is: 7. (3) The catalyst class is: 31. Product: [CH:27]1([NH:30][C:24](=[O:26])/[CH:23]=[CH:22]/[C:21]2[CH:20]=[N:19][N:16]3[CH:17]=[CH:18][C:13]([N:9]4[CH2:10][CH2:11][CH2:12][CH:8]4[C:4]4[CH:5]=[N:6][CH:7]=[C:2]([F:1])[CH:3]=4)=[N:14][C:15]=23)[CH2:29][CH2:28]1. Reactant: [F:1][C:2]1[CH:3]=[C:4]([CH:8]2[CH2:12][CH2:11][CH2:10][N:9]2[C:13]2[CH:18]=[CH:17][N:16]3[N:19]=[CH:20][C:21](/[CH:22]=[CH:23]/[C:24]([OH:26])=O)=[C:15]3[N:14]=2)[CH:5]=[N:6][CH:7]=1.[CH:27]1([NH2:30])[CH2:29][CH2:28]1.CCN(C(C)C)C(C)C.CN(C(ON1N=NC2C=CC=NC1=2)=[N+](C)C)C.F[P-](F)(F)(F)(F)F. (4) Reactant: [CH3:1][C:2]1[CH:22]=[CH:21][CH:20]=[C:19]([CH3:23])[C:3]=1[CH2:4][O:5][C:6]1[CH:7]=[C:8]([CH:14]=[CH:15][C:16]=1[O:17][CH3:18])[C:9](OCC)=[O:10].[H-].[H-].[H-].[H-].[Li+].[Al+3]. Product: [CH3:23][C:19]1[CH:20]=[CH:21][CH:22]=[C:2]([CH3:1])[C:3]=1[CH2:4][O:5][C:6]1[CH:7]=[C:8]([CH2:9][OH:10])[CH:14]=[CH:15][C:16]=1[O:17][CH3:18]. The catalyst class is: 1. (5) Reactant: [NH:1]1[C:5]2=[N:6][CH:7]=[CH:8][CH:9]=[C:4]2[C:3]([CH2:10][NH:11][C:12]2[CH:20]=[CH:19][CH:18]=[CH:17][C:13]=2[C:14]([OH:16])=O)=[CH:2]1.[C:21]([O:25][C:26]([N:28]1[CH2:37][C:36]([CH3:39])([CH3:38])[C:35]2[C:30](=[CH:31][C:32]([NH2:40])=[CH:33][CH:34]=2)[CH2:29]1)=[O:27])([CH3:24])([CH3:23])[CH3:22].CN(C(ON1N=NC2C=CC=CC1=2)=[N+](C)C)C.[B-](F)(F)(F)F.CCN(C(C)C)C(C)C. Product: [C:21]([O:25][C:26]([N:28]1[CH2:37][C:36]([CH3:39])([CH3:38])[C:35]2[C:30](=[CH:31][C:32]([NH:40][C:14](=[O:16])[C:13]3[CH:17]=[CH:18][CH:19]=[CH:20][C:12]=3[NH:11][CH2:10][C:3]3[C:4]4[C:5](=[N:6][CH:7]=[CH:8][CH:9]=4)[NH:1][CH:2]=3)=[CH:33][CH:34]=2)[CH2:29]1)=[O:27])([CH3:24])([CH3:22])[CH3:23]. The catalyst class is: 2. (6) Reactant: [Li+].C[Si]([N-][Si](C)(C)C)(C)C.[F:11][C:12]([F:27])([F:26])[C:13]1[CH:18]=[CH:17][C:16]([C:19]2[O:23][CH:22]=[N:21][C:20]=2[C:24]#[N:25])=[CH:15][CH:14]=1.[Cl:28]C(Cl)(Cl)C(Cl)(Cl)Cl. Product: [Cl:28][C:22]1[O:23][C:19]([C:16]2[CH:15]=[CH:14][C:13]([C:12]([F:11])([F:26])[F:27])=[CH:18][CH:17]=2)=[C:20]([C:24]#[N:25])[N:21]=1. The catalyst class is: 20. (7) Reactant: [F:1][C:2]1[CH:7]=[CH:6][N:5]=[C:4]2[N:8]([Si:11]([CH:18]([CH3:20])[CH3:19])([CH:15]([CH3:17])[CH3:16])[CH:12]([CH3:14])[CH3:13])[CH:9]=[CH:10][C:3]=12.[Li]C(CC)C.[Cl:26]C(Cl)(Cl)C(Cl)(Cl)Cl. Product: [Cl:26][C:7]1[C:2]([F:1])=[C:3]2[CH:10]=[CH:9][N:8]([Si:11]([CH:15]([CH3:17])[CH3:16])([CH:18]([CH3:20])[CH3:19])[CH:12]([CH3:13])[CH3:14])[C:4]2=[N:5][CH:6]=1. The catalyst class is: 1. (8) The catalyst class is: 302. Reactant: [CH3:1][O:2][C:3]1[C:4]([CH3:31])=[C:5]([C:22]([O:29][CH3:30])=[C:23]([O:27][CH3:28])[C:24]=1[O:25][CH3:26])[CH2:6][C:7]1[CH:8]=[CH:9][C:10]([OH:21])=[C:11]([CH:20]=1)[C:12]([N:14]1[CH2:19][CH2:18][O:17][CH2:16][CH2:15]1)=[O:13].[N:32]1[CH:37]=[CH:36][CH:35]=[C:34](B(O)O)[CH:33]=1.C(N(CC)CC)C.N1C=CC=CC=1. Product: [CH3:1][O:2][C:3]1[C:4]([CH3:31])=[C:5]([C:22]([O:29][CH3:30])=[C:23]([O:27][CH3:28])[C:24]=1[O:25][CH3:26])[CH2:6][C:7]1[CH:8]=[CH:9][C:10]([O:21][C:34]2[CH:33]=[N:32][CH:37]=[CH:36][CH:35]=2)=[C:11]([CH:20]=1)[C:12]([N:14]1[CH2:15][CH2:16][O:17][CH2:18][CH2:19]1)=[O:13]. (9) Reactant: C([N:8]1[CH2:12][CH:11]([C:13]2[CH:18]=[CH:17][C:16]([Cl:19])=[C:15]([Cl:20])[CH:14]=2)[CH:10]([C:21](=[O:23])[CH3:22])[CH2:9]1)C1C=CC=CC=1.[H-].[H-].[H-].[H-].[Li+].[Al+3]. Product: [Cl:20][C:15]1[CH:14]=[C:13]([CH:11]2[CH2:12][NH:8][CH2:9][CH:10]2[CH:21]([OH:23])[CH3:22])[CH:18]=[CH:17][C:16]=1[Cl:19]. The catalyst class is: 1.